This data is from CYP2C19 inhibition data for predicting drug metabolism from PubChem BioAssay. The task is: Regression/Classification. Given a drug SMILES string, predict its absorption, distribution, metabolism, or excretion properties. Task type varies by dataset: regression for continuous measurements (e.g., permeability, clearance, half-life) or binary classification for categorical outcomes (e.g., BBB penetration, CYP inhibition). Dataset: cyp2c19_veith. (1) The drug is O=C(CSc1nnc(CNc2ccc(F)cc2)o1)OC1CCCCC1. The result is 1 (inhibitor). (2) The compound is CCOC(=O)C1=C(C)NC(c2ccccc2)=C(C(=O)OCc2ccc([N+](=O)[O-])cc2)[C@@H]1C#Cc1ccccc1. The result is 0 (non-inhibitor). (3) The drug is COC(=O)c1sccc1NC(=O)CN(C)NS(=O)(=O)c1ccc(F)cc1. The result is 1 (inhibitor). (4) The molecule is c1ccc(CSc2ncnc3c2sc2nc(N4CCOCC4)c4c(c23)CCCC4)cc1. The result is 1 (inhibitor). (5) The molecule is COc1ccc(Oc2ncc3nc(-c4cn(C)c5ccccc45)c(=O)n(C)c3n2)cc1. The result is 0 (non-inhibitor). (6) The drug is COc1ccccc1NC(=O)c1nc[nH]c1C(=O)Nc1ccccc1OC. The result is 0 (non-inhibitor). (7) The drug is CC(=O)Nc1nnc(S(N)(=O)=O)s1. The result is 0 (non-inhibitor). (8) The compound is O=S(=O)(O)c1ccc(N=Nc2ccc3c(S(=O)(=O)O)cccc3c2O)c2ccccc12. The result is 0 (non-inhibitor).